The task is: Predict the reactants needed to synthesize the given product.. This data is from Full USPTO retrosynthesis dataset with 1.9M reactions from patents (1976-2016). (1) Given the product [CH2:9]([CH:2]1[C:3](=[O:7])[CH2:4][CH2:5][CH2:6][C:1]1=[O:8])[CH3:10], predict the reactants needed to synthesize it. The reactants are: [C:1]1(=[O:8])[CH2:6][CH2:5][CH2:4][C:3](=[O:7])[CH2:2]1.[CH3:9][CH:10]=O.CCOC(C1CC(C(OCC)=O)=C(C)NC=1C)=O.N1C=CC=CC=1. (2) Given the product [Cl:1][C:2]1[C:20]([Cl:21])=[C:19]([CH2:22][CH2:23][C:24](=[O:40])[C:25]2[S:26][C:27]([C:30]3[CH:31]=[CH:32][C:33]([C:36]([F:37])([F:38])[F:39])=[CH:34][CH:35]=3)=[CH:28][CH:29]=2)[CH:18]=[CH:17][C:3]=1[O:4][CH:5]([C:11]1[CH:16]=[CH:15][CH:14]=[CH:13][CH:12]=1)[C:6]([OH:8])=[O:7], predict the reactants needed to synthesize it. The reactants are: [Cl:1][C:2]1[C:20]([Cl:21])=[C:19]([CH2:22][CH2:23][C:24](=[O:40])[C:25]2[S:26][C:27]([C:30]3[CH:35]=[CH:34][C:33]([C:36]([F:39])([F:38])[F:37])=[CH:32][CH:31]=3)=[CH:28][CH:29]=2)[CH:18]=[CH:17][C:3]=1[O:4][CH:5]([C:11]1[CH:16]=[CH:15][CH:14]=[CH:13][CH:12]=1)[C:6]([O:8]CC)=[O:7].[OH-].[Na+]. (3) Given the product [N+:1]([C:4]1[CH:11]=[CH:10][CH:9]=[CH:8][C:5]=1[CH:6]=[C:13]([C:14]([O:16][CH2:17][CH3:18])=[O:15])[C:12]([O:20][CH2:21][CH3:22])=[O:19])([O-:3])=[O:2], predict the reactants needed to synthesize it. The reactants are: [N+:1]([C:4]1[CH:11]=[CH:10][CH:9]=[CH:8][C:5]=1[CH:6]=O)([O-:3])=[O:2].[C:12]([O:20][CH2:21][CH3:22])(=[O:19])[CH2:13][C:14]([O:16][CH2:17][CH3:18])=[O:15].C(=O)([O-])O.[Na+].